Predict the product of the given reaction. From a dataset of Forward reaction prediction with 1.9M reactions from USPTO patents (1976-2016). (1) Given the reactants C(OC([N:8]1[CH2:13][CH2:12][CH:11]([OH:14])[CH2:10][CH2:9]1)=O)(C)(C)C.[CH:15]1[C:20]([C:21]([F:24])([F:23])[F:22])=[CH:19][CH:18]=[C:17]([O:25][C:26]2[CH:31]=[CH:30][C:29](O)=[CH:28][CH:27]=2)[CH:16]=1.C1(P(C2C=CC=CC=2)C2C=CC=CC=2)C=CC=CC=1.N(C(OC(C)C)=O)=NC(OC(C)C)=O.[ClH:66], predict the reaction product. The product is: [ClH:66].[F:22][C:21]([F:23])([F:24])[C:20]1[CH:15]=[CH:16][C:17]([O:25][C:26]2[CH:31]=[CH:30][C:29]([O:14][CH:11]3[CH2:10][CH2:9][NH:8][CH2:13][CH2:12]3)=[CH:28][CH:27]=2)=[CH:18][CH:19]=1. (2) Given the reactants [NH2:1][C:2]1[C:3]2[N:14]([CH2:15][O:16][CH2:17][C:18]3[CH:23]=[CH:22][CH:21]=[CH:20][CH:19]=3)[C:13]([CH3:24])=[C:12]([C:25]#[C:26][CH2:27][CH2:28][OH:29])[C:4]=2[N:5]=[C:6]([CH2:8][CH2:9][CH2:10][CH3:11])[N:7]=1, predict the reaction product. The product is: [NH2:1][C:2]1[C:3]2[N:14]([CH2:15][O:16][CH2:17][C:18]3[CH:19]=[CH:20][CH:21]=[CH:22][CH:23]=3)[C:13]([CH3:24])=[C:12]([CH2:25][CH2:26][CH2:27][CH2:28][OH:29])[C:4]=2[N:5]=[C:6]([CH2:8][CH2:9][CH2:10][CH3:11])[N:7]=1. (3) The product is: [CH:26]1([NH:29][C:16]([NH:9][C:7](=[O:8])[C:6]2[CH:10]=[CH:11][C:12]([F:13])=[C:4]([O:3][CH:2]([F:1])[F:15])[C:5]=2[F:14])=[O:20])[CH2:28][CH2:27]1. Given the reactants [F:1][CH:2]([F:15])[O:3][C:4]1[C:5]([F:14])=[C:6]([CH:10]=[CH:11][C:12]=1[F:13])[C:7]([NH2:9])=[O:8].[C:16](Cl)(=[O:20])C(Cl)=O.ClCCCl.[CH:26]1([NH2:29])[CH2:28][CH2:27]1, predict the reaction product. (4) Given the reactants [CH:1]1([N:7]=[C:8]=[O:9])[CH2:6][CH2:5][CH2:4][CH2:3][CH2:2]1.[OH:10][C:11]1[CH:19]=[CH:18][C:14]([C:15]([OH:17])=[O:16])=[CH:13][CH:12]=1, predict the reaction product. The product is: [CH:1]1([NH:7][C:8]([O:10][C:11]2[CH:19]=[CH:18][C:14]([C:15]([OH:17])=[O:16])=[CH:13][CH:12]=2)=[O:9])[CH2:6][CH2:5][CH2:4][CH2:3][CH2:2]1. (5) Given the reactants Br[C:2]1[CH:7]=[C:6]([O:8][CH3:9])[CH:5]=[C:4]([F:10])[CH:3]=1.[Cl:11][C:12]1[CH:13]=[C:14](B(O)O)[CH:15]=[CH:16][CH:17]=1, predict the reaction product. The product is: [Cl:11][C:12]1[CH:17]=[C:16]([C:2]2[CH:7]=[C:6]([O:8][CH3:9])[CH:5]=[C:4]([F:10])[CH:3]=2)[CH:15]=[CH:14][CH:13]=1. (6) The product is: [CH3:1][O:2][C:3]1[CH:4]=[C:5]([CH:10]=[C:11]2[O:15][CH2:14][O:13][C:12]=12)[C:6]([OH:8])=[O:7]. Given the reactants [CH3:1][O:2][C:3]1[CH:4]=[C:5]([CH:10]=[C:11]2[O:15][CH2:14][O:13][C:12]=12)[C:6]([O:8]C)=[O:7].[OH-].[Li+], predict the reaction product. (7) Given the reactants I[C:2]1[CH:7]=[CH:6][C:5]([NH2:8])=[CH:4][CH:3]=1.[CH:9]1[C:21]2[NH:20][C:19]3[C:14](=[CH:15][CH:16]=[CH:17][CH:18]=3)[C:13]=2[CH:12]=[CH:11][CH:10]=1, predict the reaction product. The product is: [CH:18]1[C:19]2[N:20]([C:2]3[CH:7]=[CH:6][C:5]([NH2:8])=[CH:4][CH:3]=3)[C:21]3[C:13](=[CH:12][CH:11]=[CH:10][CH:9]=3)[C:14]=2[CH:15]=[CH:16][CH:17]=1.